From a dataset of Blood-brain barrier permeability classification from the B3DB database. Regression/Classification. Given a drug SMILES string, predict its absorption, distribution, metabolism, or excretion properties. Task type varies by dataset: regression for continuous measurements (e.g., permeability, clearance, half-life) or binary classification for categorical outcomes (e.g., BBB penetration, CYP inhibition). Dataset: b3db_classification. (1) The compound is O=C(Cc1ccc(Cl)c(Cl)c1)N1CCn2ccnc2[C@H]1CN1CC[C@@H](O)C1. The result is 0 (does not penetrate BBB). (2) The molecule is COc1ccc2c3c1OC1C(=O)CCC4C(C2)N(C)CCC314. The result is 1 (penetrates BBB). (3) The drug is CN(C)CCCN1c2ccccc2CCc2ccc(Cl)cc21. The result is 1 (penetrates BBB). (4) The drug is CC1=NN(c2ccccc2)C(=O)C1. The result is 1 (penetrates BBB).